Dataset: Reaction yield outcomes from USPTO patents with 853,638 reactions. Task: Predict the reaction yield, written as a fraction of the theoretical maximum amount of product (1.0 means a 100% yield; for example, 0.34 means a 34% yield). (1) The reactants are [C:1]([O:5][C:6]([N:8]1[CH2:13][CH2:12][CH:11]([O:14][C:15]2[CH:20]=[CH:19][C:18]([CH2:21][CH2:22][OH:23])=[CH:17][CH:16]=2)[CH2:10][CH2:9]1)=[O:7])([CH3:4])([CH3:3])[CH3:2].CC(OI1(OC(C)=O)(OC(C)=O)OC(=O)C2C=CC=CC1=2)=O. The catalyst is C(Cl)Cl. The product is [C:1]([O:5][C:6]([N:8]1[CH2:9][CH2:10][CH:11]([O:14][C:15]2[CH:16]=[CH:17][C:18]([CH2:21][CH:22]=[O:23])=[CH:19][CH:20]=2)[CH2:12][CH2:13]1)=[O:7])([CH3:4])([CH3:3])[CH3:2]. The yield is 0.350. (2) The reactants are [CH:1]([C:4]1[CH:9]=[CH:8][C:7]([OH:10])=[CH:6][C:5]=1[CH3:11])([CH3:3])[CH3:2].N1C=CC=CC=1.[C:18](Cl)(=[O:20])[CH3:19]. The catalyst is ClCCl. The product is [C:18]([O:10][C:7]1[CH:8]=[CH:9][C:4]([CH:1]([CH3:3])[CH3:2])=[C:5]([CH3:11])[CH:6]=1)(=[O:20])[CH3:19]. The yield is 1.00. (3) The reactants are [C:1]([C:4]1[CH:44]=[CH:43][C:7]([O:8][C@@H:9]2[CH2:14][CH2:13][C@H:12]([N:15]3[C:20](=[O:21])[C:19]([CH2:22][C:23]4[CH:28]=[CH:27][C:26]([C:29]5[C:30]([C:35]#[N:36])=[CH:31][CH:32]=[CH:33][CH:34]=5)=[CH:25][CH:24]=4)=[C:18]([CH2:37][CH2:38][CH3:39])[N:17]4[N:40]=[CH:41][N:42]=[C:16]34)[CH2:11][CH2:10]2)=[CH:6][CH:5]=1)(=[O:3])[CH3:2].[CH3:45][Mg]Br.Cl. The catalyst is O1CCCC1. The product is [OH:3][C:1]([C:4]1[CH:5]=[CH:6][C:7]([O:8][C@@H:9]2[CH2:14][CH2:13][C@H:12]([N:15]3[C:20](=[O:21])[C:19]([CH2:22][C:23]4[CH:28]=[CH:27][C:26]([C:29]5[C:30]([C:35]#[N:36])=[CH:31][CH:32]=[CH:33][CH:34]=5)=[CH:25][CH:24]=4)=[C:18]([CH2:37][CH2:38][CH3:39])[N:17]4[N:40]=[CH:41][N:42]=[C:16]34)[CH2:11][CH2:10]2)=[CH:43][CH:44]=1)([CH3:45])[CH3:2]. The yield is 0.410. (4) The product is [ClH:43].[ClH:43].[NH2:18][C:15]1[CH:14]=[C:13]([CH3:26])[C:12]([O:11][C:10]2[CH:27]=[C:6]([O:5][CH2:4][CH2:3][O:2][CH3:1])[CH:7]=[CH:8][C:9]=2/[CH:28]=[CH:29]/[C:30]([NH:31][S:32]([CH2:35][CH2:36][CH2:37][CH2:38][CH3:39])(=[O:34])=[O:33])=[O:40])=[N:17][CH:16]=1. The yield is 0.660. The reactants are [CH3:1][O:2][CH2:3][CH2:4][O:5][C:6]1[CH:7]=[CH:8][C:9](/[CH:28]=[CH:29]/[C:30](=[O:40])[NH:31][S:32]([CH2:35][CH2:36][CH2:37][CH2:38][CH3:39])(=[O:34])=[O:33])=[C:10]([CH:27]=1)[O:11][C:12]1[N:17]=[CH:16][C:15]([NH:18]C(=O)OC(C)(C)C)=[CH:14][C:13]=1[CH3:26].CO.[ClH:43]. The catalyst is CO. (5) The reactants are O.[F:2][C:3]1[CH:8]=[CH:7][C:6]([C:9]2[NH:13][N:12]=[C:11]([C:14](O)=[O:15])[C:10]=2[C:17]2[CH:22]=[CH:21][N:20]=[CH:19][CH:18]=2)=[CH:5][CH:4]=1.[H-].[Al+3].[Li+].[H-].[H-].[H-].[OH-].[K+]. The catalyst is C1COCC1.O. The product is [F:2][C:3]1[CH:4]=[CH:5][C:6]([C:9]2[NH:13][N:12]=[C:11]([CH2:14][OH:15])[C:10]=2[C:17]2[CH:18]=[CH:19][N:20]=[CH:21][CH:22]=2)=[CH:7][CH:8]=1. The yield is 0.565. (6) The reactants are [CH3:1][N:2]1[CH2:6][CH2:5][CH2:4][C@H:3]1[C:7]1[CH2:8][C:9]([CH:13]=[O:14])=[CH:10][NH:11][CH:12]=1.[S]. The catalyst is C1(C)C=CC=CC=1. The product is [CH3:1][N:2]1[CH2:6][CH2:5][CH2:4][CH:3]1[C:7]1[CH:8]=[C:9]([CH:13]=[O:14])[CH:10]=[N:11][CH:12]=1. The yield is 0.830. (7) The reactants are [CH:1]([O:4][C:5]([N:7]1[CH2:12][CH2:11][CH:10]([OH:13])[CH2:9][CH2:8]1)=[O:6])([CH3:3])[CH3:2].[H-].[Na+].[Br:16][C:17]1[CH:22]=[CH:21][C:20]([N:23]2[C:27]3=[N:28][CH:29]=[N:30][C:31](Cl)=[C:26]3[CH:25]=[N:24]2)=[CH:19][CH:18]=1. The catalyst is C1COCC1. The product is [CH:1]([O:4][C:5]([N:7]1[CH2:8][CH2:9][CH:10]([O:13][C:31]2[N:30]=[CH:29][N:28]=[C:27]3[N:23]([C:20]4[CH:19]=[CH:18][C:17]([Br:16])=[CH:22][CH:21]=4)[N:24]=[CH:25][C:26]=23)[CH2:11][CH2:12]1)=[O:6])([CH3:3])[CH3:2]. The yield is 0.810.